From a dataset of Full USPTO retrosynthesis dataset with 1.9M reactions from patents (1976-2016). Predict the reactants needed to synthesize the given product. (1) Given the product [C:1]([O:5][C:6]([N:8]1[CH2:16][CH2:15][C:14]2[NH:13][C:12]3[N:17]=[CH:18][C:19]([NH:30][C:27]4[CH:28]=[CH:29][C:24]([O:23][CH3:22])=[CH:25][CH:26]=4)=[CH:20][C:11]=3[C:10]=2[CH2:9]1)=[O:7])([CH3:4])([CH3:3])[CH3:2], predict the reactants needed to synthesize it. The reactants are: [C:1]([O:5][C:6]([N:8]1[CH2:16][CH2:15][C:14]2[NH:13][C:12]3[N:17]=[CH:18][C:19](Cl)=[CH:20][C:11]=3[C:10]=2[CH2:9]1)=[O:7])([CH3:4])([CH3:3])[CH3:2].[CH3:22][O:23][C:24]1[CH:29]=[CH:28][C:27]([NH2:30])=[CH:26][CH:25]=1.CC(C1C=C(C(C)C)C(C2C=CC=CC=2P(C2CCCCC2)C2CCCCC2)=C(C(C)C)C=1)C.[OH-].[K+]. (2) Given the product [F:18][C:19]1[CH:20]=[C:21]([C:22]#[N:23])[CH:24]=[CH:25][C:26]=1[O:1][C:2]1[CH:3]=[CH:4][C:5]([NH:8][CH2:9][C:10]2[CH:11]=[N:12][CH:13]=[CH:14][CH:15]=2)=[CH:6][CH:7]=1, predict the reactants needed to synthesize it. The reactants are: [OH:1][C:2]1[CH:7]=[CH:6][C:5]([NH:8][CH2:9][C:10]2[CH:11]=[N:12][CH:13]=[CH:14][CH:15]=2)=[CH:4][CH:3]=1.[H-].[Na+].[F:18][C:19]1[CH:20]=[C:21]([CH:24]=[CH:25][C:26]=1F)[C:22]#[N:23].